From a dataset of Drug-target binding data from BindingDB using IC50 measurements. Regression. Given a target protein amino acid sequence and a drug SMILES string, predict the binding affinity score between them. We predict pIC50 (pIC50 = -log10(IC50 in M); higher means more potent). Dataset: bindingdb_ic50. (1) The small molecule is CCNC(=O)Nc1nc2cc(-c3cnc(C(C)(C)OP(=O)([O-])[O-])nc3)c(F)c([C@H]3CCCO3)c2[nH]1. The target protein (Q2FYS5) has sequence MNKQNNYSDDSIQVLEGLEAVRKRPGMYIGSTDKRGLHHLVYEIVDNSVDEVLNGYGNEIDVTINKDGSISIEDNGRGMPTGIHKSGKPTVEVIFTVLHAGGKFGQGGYKTSGGLHGVGASVVNALSEWLEVEIHRDGNIYHQSFKNGGSPSSGLVKKGKTKKTGTKVTFKPDDTIFKASTSFNFDVLSERLQESAFLLKNLKITLNDLRSGKERQEHYHYEEGIKEFVSYVNEGKEVLHDVATFSGEANGIEVDVAFQYNDQYSESILSFVNNVRTKDGGTHEVGFKTAMTRVFNDYARRINELKTKDKNLDGNDIREGLTAVVSVRIPEELLQFEGQTKSKLGTSEARSAVDSVVADKLPFYLEEKGQLSKSLVKKAIKAQQAREAARKAREDARSGKKNKRKDTLLSGKLTPAQSKNTEKNELYLVEGDSAGGSAKLGRDRKFQAILPLRGKVINTEKARLEDIFKNEEINTIIHTIGAGVGTDFKIEDSNYNRVII.... The pIC50 is 6.8. (2) The drug is Nc1[nH]c(=O)[nH]c(=O)c1Br. The target protein (P07650) has sequence MFLAQEIIRKKRDGHALSDEEIRFFINGIRDNTISEGQIAALAMTIFFHDMTMPERVSLTMAMRDSGTVLDWKSLHLNGPIVDKHSTGGVGDVTSLMLGPMVAACGGYIPMISGRGLGHTGGTLDKLESIPGFDIFPDDNRFREIIKDVGVAIIGQTSSLAPADKRFYATRDITATVDSIPLITASILAKKLAEGLDALVMDVKVGSGAFMPTYELSEALAEAIVGVANGAGVRTTALLTDMNQVLASSAGNAVEVREAVQFLTGEYRNPRLFDVTMALCVEMLISGKLAKDDAEARAKLQAVLDNGKAAEVFGRMVAAQKGPTDFVENYAKYLPTAMLTKAVYADTEGFVSEMDTRALGMAVVAMGGGRRQASDTIDYSVGFTDMARLGDQVDGQRPLAVIHAKDENNWQEAAKAVKAAIKLADKAPESTPTVYRRISE. The pIC50 is 5.8. (3) The pIC50 is 3.9. The target protein sequence is AFVYLRQPYYATRVNAADIENRVLELNKKQESEDTAKAGFWEEFESLQKQEVKNLHQRLEGQRPENKGKNRYKNILPFDHSRVILQGRDSNIPGSDYINANYIKNQLLGPDENAKTYIASQGCLEATVNDFWQMAWQENSRVIVMTTREVEKGRNKCVPYWPEVGMQRAYGPYSVTNCGEHDTTEYKLRTLQVSPLDNGDLIREIWHYQYLSWPDHGVPSEPGGVLSFLDQINQRQESLPHAGPIIVHCSAGIGRTGTIIVIDMLMENISTKGLDCDIDIQKTIQMVRAQRSGMVQTEAQYKFIYVAIAQFIETTKKKLEVLQSQKGQESEYGNITYPPAMKNAHAKASRTSSKHKEDVYENLHTKNKREEKVKKQRSADKEKSKGSLKRK. The compound is O=C1Nc2ccc(S(=O)(=O)NCc3ccc(F)c(Cl)c3)cc2C1=NNc1cccc(C(=O)O)c1.